Dataset: NCI-60 drug combinations with 297,098 pairs across 59 cell lines. Task: Regression. Given two drug SMILES strings and cell line genomic features, predict the synergy score measuring deviation from expected non-interaction effect. Drug 1: CN1CCC(CC1)COC2=C(C=C3C(=C2)N=CN=C3NC4=C(C=C(C=C4)Br)F)OC. Drug 2: CC1C(C(CC(O1)OC2CC(CC3=C2C(=C4C(=C3O)C(=O)C5=CC=CC=C5C4=O)O)(C(=O)C)O)N)O. Cell line: OVCAR3. Synergy scores: CSS=42.2, Synergy_ZIP=-1.70, Synergy_Bliss=2.51, Synergy_Loewe=-14.3, Synergy_HSA=3.52.